This data is from Peptide-MHC class I binding affinity with 185,985 pairs from IEDB/IMGT. The task is: Regression. Given a peptide amino acid sequence and an MHC pseudo amino acid sequence, predict their binding affinity value. This is MHC class I binding data. The peptide sequence is KVLNPYMPSV. The MHC is HLA-A02:01 with pseudo-sequence HLA-A02:01. The binding affinity (normalized) is 0.803.